Task: Regression. Given a peptide amino acid sequence and an MHC pseudo amino acid sequence, predict their binding affinity value. This is MHC class II binding data.. Dataset: Peptide-MHC class II binding affinity with 134,281 pairs from IEDB (1) The peptide sequence is NVTENFNMWKNNMVEQMH. The MHC is HLA-DQA10102-DQB10502 with pseudo-sequence HLA-DQA10102-DQB10502. The binding affinity (normalized) is 0.459. (2) The peptide sequence is SLRKLSSVCLALTNS. The MHC is DRB4_0101 with pseudo-sequence DRB4_0103. The binding affinity (normalized) is 0.433. (3) The peptide sequence is LLKYRAREPVTKAEMLGSVVGNWQ. The MHC is DRB1_0301 with pseudo-sequence DRB1_0301. The binding affinity (normalized) is 0.330.